Dataset: Forward reaction prediction with 1.9M reactions from USPTO patents (1976-2016). Task: Predict the product of the given reaction. (1) Given the reactants [CH:1]1([C:6]([OH:31])([CH2:21][C:22]2[O:23]C(C)(C)[O:25][C:26](=O)[CH:27]=2)[C:7]#[C:8][C:9]2[CH:14]=[CH:13][C:12]([C:15]3([C:18]#[N:19])[CH2:17][CH2:16]3)=[C:11]([F:20])[CH:10]=2)[CH2:5][CH2:4][CH2:3][CH2:2]1.C1(C(O)(CC2OC(C)(C)OC(=O)C=2)C#CC2C=CC(C(C)(C)C#N)=C(F)C=2)CCCC1, predict the reaction product. The product is: [CH:1]1([C:6]2([CH2:7][CH2:8][C:9]3[CH:14]=[CH:13][C:12]([C:15]4([C:18]#[N:19])[CH2:16][CH2:17]4)=[C:11]([F:20])[CH:10]=3)[CH2:21][C:22](=[O:23])[CH2:27][C:26](=[O:25])[O:31]2)[CH2:5][CH2:4][CH2:3][CH2:2]1. (2) Given the reactants C([N:8]1[C:16]2[C:15]3=[N:17][C@H:18]([CH2:20][C:21]4[CH:26]=[CH:25][CH:24]=[CH:23][CH:22]=4)[CH2:19][N:14]3[C:13](=[O:27])[N:12]([CH2:28][CH2:29][CH3:30])[C:11]=2[N:10]=[C:9]1[C:31](O)=[O:32])C1C=CC=CC=1.S(Cl)(Cl)=O.[NH:38]1[CH2:43][CH2:42][CH2:41][CH2:40][CH2:39]1, predict the reaction product. The product is: [CH2:20]([C@@H:18]1[CH2:19][N:14]2[C:15]([C:16]3[NH:8][C:9]([C:31]([N:38]4[CH2:43][CH2:42][CH2:41][CH2:40][CH2:39]4)=[O:32])=[N:10][C:11]=3[N:12]([CH2:28][CH2:29][CH3:30])[C:13]2=[O:27])=[N:17]1)[C:21]1[CH:26]=[CH:25][CH:24]=[CH:23][CH:22]=1. (3) Given the reactants [CH3:1][O:2][C:3]1[CH:4]=[CH:5][C:6]2[C:10]([O:11][C:12]3[CH:17]=[CH:16][C:15]([O:18][CH2:19][CH2:20][N:21]4[CH2:26][CH2:25][CH2:24][CH2:23][CH2:22]4)=[CH:14][CH:13]=3)=[C:9]([C:27]3[CH:28]=[C:29]4[C:33](=[CH:34][CH:35]=3)[C:32](=[O:36])[O:31][CH2:30]4)[S:8][C:7]=2[CH:37]=1.[ClH:38].C(OCC)C, predict the reaction product. The product is: [ClH:38].[CH3:1][O:2][C:3]1[CH:4]=[CH:5][C:6]2[C:10]([O:11][C:12]3[CH:13]=[CH:14][C:15]([O:18][CH2:19][CH2:20][N:21]4[CH2:22][CH2:23][CH2:24][CH2:25][CH2:26]4)=[CH:16][CH:17]=3)=[C:9]([C:27]3[CH:28]=[C:29]4[C:33](=[CH:34][CH:35]=3)[C:32](=[O:36])[O:31][CH2:30]4)[S:8][C:7]=2[CH:37]=1. (4) The product is: [N+:19]([C:16]1[CH:15]=[C:14]([N+:22]([O-:24])=[O:23])[CH:13]=[CH:18][C:17]=1[NH:2][C:3]1[CH:8]=[C:7]([O:9][CH3:10])[CH:6]=[CH:5][C:4]=1[OH:11])([O-:21])=[O:20]. Given the reactants Cl.[NH2:2][C:3]1[CH:8]=[C:7]([O:9][CH3:10])[CH:6]=[CH:5][C:4]=1[OH:11].Cl[C:13]1[CH:18]=[CH:17][C:16]([N+:19]([O-:21])=[O:20])=[CH:15][C:14]=1[N+:22]([O-:24])=[O:23].C([O-])(=O)C.[Na+], predict the reaction product. (5) Given the reactants [CH2:1]([N:5]([CH2:51][CH2:52][CH2:53][CH3:54])[C:6]([C:8]1[C:12]([Cl:13])=[C:11]([CH2:14][CH2:15][OH:16])[N:10]([C:17]2[CH:22]=[CH:21][C:20]([C:23](=[O:38])[NH:24][S:25]([C:28]3[CH:37]=[CH:36][C:35]4[C:30](=[CH:31][CH:32]=[CH:33][CH:34]=4)[CH:29]=3)(=[O:27])=[O:26])=[CH:19][C:18]=2[C:39]([N:41]2[CH2:50][CH2:49][C:48]3[C:43](=[CH:44][CH:45]=[CH:46][CH:47]=3)[CH2:42]2)=[O:40])[N:9]=1)=[O:7])[CH2:2][CH2:3][CH3:4].CC(C)=[O:57].OS(O)(=O)=O.O=[Cr](=O)=O, predict the reaction product. The product is: [Cl:13][C:12]1[C:8]([C:6](=[O:7])[N:5]([CH2:1][CH2:2][CH2:3][CH3:4])[CH2:51][CH2:52][CH2:53][CH3:54])=[N:9][N:10]([C:17]2[CH:22]=[CH:21][C:20]([C:23](=[O:38])[NH:24][S:25]([C:28]3[CH:37]=[CH:36][C:35]4[C:30](=[CH:31][CH:32]=[CH:33][CH:34]=4)[CH:29]=3)(=[O:27])=[O:26])=[CH:19][C:18]=2[C:39]([N:41]2[CH2:50][CH2:49][C:48]3[C:43](=[CH:44][CH:45]=[CH:46][CH:47]=3)[CH2:42]2)=[O:40])[C:11]=1[CH2:14][C:15]([OH:57])=[O:16]. (6) Given the reactants [CH2:1]([NH:8][C:9]1[C:14]([C:15]([N:17]2[C:25]3[C:20](=[CH:21][C:22](Cl)=[CH:23][CH:24]=3)[CH2:19][CH2:18]2)=[O:16])=[CH:13][CH:12]=[CH:11][N:10]=1)[C:2]1[CH:7]=[CH:6][CH:5]=[CH:4][CH:3]=1.ClC1C=C2C(=CC=1)NCC2.N1C2C(=CC=CC=2)CC1, predict the reaction product. The product is: [CH2:1]([NH:8][C:9]1[C:14]([C:15]([N:17]2[C:25]3[C:20](=[CH:21][CH:22]=[CH:23][CH:24]=3)[CH2:19][CH2:18]2)=[O:16])=[CH:13][CH:12]=[CH:11][N:10]=1)[C:2]1[CH:7]=[CH:6][CH:5]=[CH:4][CH:3]=1. (7) The product is: [Br:1][C:2]1[CH:3]=[C:4]([N:21]2[C:25]3=[N:26][CH:27]=[CH:28][CH:29]=[C:24]3[C:23]([C:30]([O:32][CH3:33])=[O:31])=[N:22]2)[CH:5]=[C:6]([C:8]([F:9])([F:10])[F:11])[CH:7]=1. Given the reactants [Br:1][C:2]1[CH:3]=[C:4](B2OC(C)(C)C(C)(C)O2)[CH:5]=[C:6]([C:8]([F:11])([F:10])[F:9])[CH:7]=1.[NH:21]1[C:25]2=[N:26][CH:27]=[CH:28][CH:29]=[C:24]2[C:23]([C:30]([O:32][CH3:33])=[O:31])=[N:22]1, predict the reaction product. (8) Given the reactants Cl.[F:2][C:3]1([F:8])[CH2:7][CH2:6][NH:5][CH2:4]1.[CH:9]([CH:11]1[CH2:16][CH2:15][N:14]([C:17]([O:19][C:20]([CH3:23])([CH3:22])[CH3:21])=[O:18])[CH2:13][CH2:12]1)=O.CCN(C(C)C)C(C)C.[BH-](OC(C)=O)(OC(C)=O)OC(C)=O.[Na+], predict the reaction product. The product is: [F:2][C:3]1([F:8])[CH2:7][CH2:6][N:5]([CH2:9][CH:11]2[CH2:16][CH2:15][N:14]([C:17]([O:19][C:20]([CH3:21])([CH3:23])[CH3:22])=[O:18])[CH2:13][CH2:12]2)[CH2:4]1. (9) Given the reactants [ClH:1].[NH2:2][C:3]([NH2:5])=[NH:4].[O-]CC.[Na+].C([O:12][C:13](=O)[CH2:14][O:15][C:16]1[CH:17]=[CH:18][C:19]2[CH2:25][CH2:24][CH2:23][CH:22]([NH:26][CH2:27][C@H:28]([OH:37])[CH2:29][O:30][C:31]3[CH:36]=[CH:35][CH:34]=[CH:33][CH:32]=3)[CH2:21][C:20]=2[CH:38]=1)C, predict the reaction product. The product is: [ClH:1].[OH:37][C@H:28]([CH2:29][O:30][C:31]1[CH:32]=[CH:33][CH:34]=[CH:35][CH:36]=1)[CH2:27][NH:26][CH:22]1[CH2:21][C:20]2[CH:38]=[C:16]([O:15][CH2:14][C:13]([NH:4][C:3]([NH2:5])=[NH:2])=[O:12])[CH:17]=[CH:18][C:19]=2[CH2:25][CH2:24][CH2:23]1.